This data is from Full USPTO retrosynthesis dataset with 1.9M reactions from patents (1976-2016). The task is: Predict the reactants needed to synthesize the given product. (1) Given the product [NH2:3][CH2:12][CH:13]([NH:19][C:20](=[O:26])[O:21][C:22]([CH3:24])([CH3:23])[CH3:25])[CH2:14][S:15]([CH3:18])(=[O:17])=[O:16], predict the reactants needed to synthesize it. The reactants are: O=C1C2C(=CC=CC=2)C(=O)[N:3]1[CH2:12][CH:13]([NH:19][C:20](=[O:26])[O:21][C:22]([CH3:25])([CH3:24])[CH3:23])[CH2:14][S:15]([CH3:18])(=[O:17])=[O:16].O.NN. (2) The reactants are: [NH2:1][C:2]1[C:3]([CH2:24][NH2:25])=[C:4]([C:16]2C=C(Cl)C=CC=2Cl)[C:5]2[C:10](=[O:11])[N:9]([CH3:12])[C:8](=[O:13])[N:7]([CH3:14])[C:6]=2[N:15]=1.C[C:27]1[CH:31]=[CH:30][S:29][C:28]=1C=C(C#N)C#N. Given the product [NH2:1][C:2]1[C:3]([CH2:24][NH2:25])=[C:4]([C:16]2[S:29][CH:28]=[CH:27][C:31]=2[CH3:30])[C:5]2[C:10](=[O:11])[N:9]([CH3:12])[C:8](=[O:13])[N:7]([CH3:14])[C:6]=2[N:15]=1, predict the reactants needed to synthesize it.